Predict the reaction yield, written as a fraction of the theoretical maximum amount of product (1.0 means a 100% yield; for example, 0.34 means a 34% yield). From a dataset of Reaction yield outcomes from USPTO patents with 853,638 reactions. (1) The reactants are [CH3:1][N:2]1[CH2:7][CH2:6][NH:5][CH2:4][CH2:3]1.Br[C:9]1[CH:10]=[C:11]([N+:16]([O-:18])=[O:17])[C:12]([CH3:15])=[N:13][CH:14]=1.C1(P(C2C=CC=CC=2)C2C3OC4C(=CC=CC=4P(C4C=CC=CC=4)C4C=CC=CC=4)C(C)(C)C=3C=CC=2)C=CC=CC=1.C(=O)([O-])[O-].[Cs+].[Cs+]. The catalyst is O1CCOCC1.C1C=CC(/C=C/C(/C=C/C2C=CC=CC=2)=O)=CC=1.C1C=CC(/C=C/C(/C=C/C2C=CC=CC=2)=O)=CC=1.C1C=CC(/C=C/C(/C=C/C2C=CC=CC=2)=O)=CC=1.[Pd].[Pd]. The product is [CH3:1][N:2]1[CH2:7][CH2:6][N:5]([C:9]2[CH:14]=[N:13][C:12]([CH3:15])=[C:11]([N+:16]([O-:18])=[O:17])[CH:10]=2)[CH2:4][CH2:3]1. The yield is 0.710. (2) The reactants are [C:1]1([C:7]2[CH:8]=[C:9]([C:16](O)=[O:17])[S:10][C:11]=2[C:12]([F:15])([F:14])[F:13])[CH:6]=[CH:5][CH:4]=[CH:3][CH:2]=1. The catalyst is C1COCC1. The product is [OH:17][CH2:16][C:9]1[S:10][C:11]([C:12]([F:15])([F:13])[F:14])=[C:7]([C:1]2[CH:6]=[CH:5][CH:4]=[CH:3][CH:2]=2)[CH:8]=1. The yield is 0.980. (3) The reactants are COC1C=CC(C2CCCOC2[N:15]2[C:23]3[C:18](=[CH:19][C:20]([C:24]4[N:28]=[C:27]([CH2:29][N:30]([CH3:32])[CH3:31])[NH:26][N:25]=4)=[CH:21][CH:22]=3)[CH:17]=[N:16]2)=CC=1.[C:33]1(C)[CH:38]=[CH:37][CH:36]=[CH:35][CH:34]=1.[O:40]1CCOC[CH2:41]1.Cl. No catalyst specified. The product is [CH3:41][O:40][C:33]1[CH:38]=[CH:37][C:36]([C:17]2[C:18]3[C:23](=[CH:22][CH:21]=[C:20]([C:24]4[N:28]=[C:27]([CH2:29][N:30]([CH3:31])[CH3:32])[NH:26][N:25]=4)[CH:19]=3)[NH:15][N:16]=2)=[CH:35][CH:34]=1. The yield is 0.200. (4) The catalyst is C(#N)C.CO. The yield is 0.910. The reactants are [CH:1]1([N:4]2[C:9](=[O:10])[C:8]3[C:11]([OH:18])=[C:12]([CH3:17])[C:13](=[O:16])[N:14]([CH3:15])[C:7]=3[N:6]([C:19]3[CH:24]=[CH:23][C:22]([I:25])=[CH:21][C:20]=3[F:26])[C:5]2=[O:27])[CH2:3][CH2:2]1.C(N(CC)CC)C.Cl.CN(C)C.[S:40](Cl)([C:43]1[CH:49]=[CH:48][C:46]([CH3:47])=[CH:45][CH:44]=1)(=[O:42])=[O:41]. The product is [CH:1]1([N:4]2[C:9](=[O:10])[C:8]3[C:11]([O:18][S:40]([C:43]4[CH:49]=[CH:48][C:46]([CH3:47])=[CH:45][CH:44]=4)(=[O:42])=[O:41])=[C:12]([CH3:17])[C:13](=[O:16])[N:14]([CH3:15])[C:7]=3[N:6]([C:19]3[CH:24]=[CH:23][C:22]([I:25])=[CH:21][C:20]=3[F:26])[C:5]2=[O:27])[CH2:3][CH2:2]1. (5) The reactants are Br[C:2]1[CH:6]=[C:5]([C:7]#[C:8][C:9]([CH3:12])([CH3:11])[CH3:10])[S:4][C:3]=1[C:13]([O:15][CH3:16])=[O:14].Cl.[NH2:18][CH:19]([CH3:28])[CH2:20][C:21]([N:23]1[CH2:27][CH2:26][CH2:25][CH2:24]1)=[O:22].C(=O)([O-])[O-].[Cs+].[Cs+].COC1C=CC=C(OC)C=1C1C=CC=CC=1P(C1CCCCC1)C1CCCCC1. The catalyst is O1CCOCC1.C1C=CC(/C=C/C(/C=C/C2C=CC=CC=2)=O)=CC=1.C1C=CC(/C=C/C(/C=C/C2C=CC=CC=2)=O)=CC=1.C1C=CC(/C=C/C(/C=C/C2C=CC=CC=2)=O)=CC=1.[Pd].[Pd]. The product is [CH3:10][C:9]([CH3:12])([CH3:11])[C:8]#[C:7][C:5]1[S:4][C:3]([C:13]([O:15][CH3:16])=[O:14])=[C:2]([NH:18][CH:19]([CH2:20][C:21](=[O:22])[N:23]2[CH2:24][CH2:25][CH2:26][CH2:27]2)[CH3:28])[CH:6]=1. The yield is 0.430.